From a dataset of Forward reaction prediction with 1.9M reactions from USPTO patents (1976-2016). Predict the product of the given reaction. Given the reactants [Cl:1][CH2:2][CH2:3][O:4][C:5]1[CH:6]=[CH:7][C:8]2[O:12][CH:11]=[CH:10][C:9]=2[CH:13]=1.[Li]CCCC.[CH2:19]([Sn:23](Cl)([CH2:28][CH2:29][CH2:30][CH3:31])[CH2:24][CH2:25][CH2:26][CH3:27])[CH2:20][CH2:21][CH3:22], predict the reaction product. The product is: [CH2:28]([Sn:23]([CH2:19][CH2:20][CH2:21][CH3:22])([CH2:24][CH2:25][CH2:26][CH3:27])[C:11]1[O:12][C:8]2[CH:7]=[CH:6][C:5]([O:4][CH2:3][CH2:2][Cl:1])=[CH:13][C:9]=2[CH:10]=1)[CH2:29][CH2:30][CH3:31].